Dataset: Reaction yield outcomes from USPTO patents with 853,638 reactions. Task: Predict the reaction yield, written as a fraction of the theoretical maximum amount of product (1.0 means a 100% yield; for example, 0.34 means a 34% yield). The reactants are [CH:1]([O:4][C:5]1[CH:13]=[CH:12][C:11]([S:14]([CH3:17])(=[O:16])=[O:15])=[CH:10][C:6]=1[C:7]([OH:9])=O)([CH3:3])[CH3:2].[F:18][C:19]([F:32])([F:31])[C:20]1[N:21]=[C:22]([N:25]2[CH2:30][CH2:29][NH:28][CH2:27][CH2:26]2)[S:23][CH:24]=1. No catalyst specified. The product is [CH:1]([O:4][C:5]1[CH:13]=[CH:12][C:11]([S:14]([CH3:17])(=[O:16])=[O:15])=[CH:10][C:6]=1[C:7]([N:28]1[CH2:29][CH2:30][N:25]([C:22]2[S:23][CH:24]=[C:20]([C:19]([F:32])([F:18])[F:31])[N:21]=2)[CH2:26][CH2:27]1)=[O:9])([CH3:2])[CH3:3]. The yield is 0.550.